From a dataset of NCI-60 drug combinations with 297,098 pairs across 59 cell lines. Regression. Given two drug SMILES strings and cell line genomic features, predict the synergy score measuring deviation from expected non-interaction effect. (1) Drug 1: CC=C1C(=O)NC(C(=O)OC2CC(=O)NC(C(=O)NC(CSSCCC=C2)C(=O)N1)C(C)C)C(C)C. Drug 2: C1CN(CCN1C(=O)CCBr)C(=O)CCBr. Cell line: HCT116. Synergy scores: CSS=48.7, Synergy_ZIP=4.35, Synergy_Bliss=7.57, Synergy_Loewe=-2.66, Synergy_HSA=5.42. (2) Drug 1: C1=C(C(=O)NC(=O)N1)F. Drug 2: CC1=C2C(C(=O)C3(C(CC4C(C3C(C(C2(C)C)(CC1OC(=O)C(C(C5=CC=CC=C5)NC(=O)C6=CC=CC=C6)O)O)OC(=O)C7=CC=CC=C7)(CO4)OC(=O)C)O)C)OC(=O)C. Cell line: COLO 205. Synergy scores: CSS=65.4, Synergy_ZIP=-7.41, Synergy_Bliss=-9.73, Synergy_Loewe=-8.29, Synergy_HSA=-6.83. (3) Drug 1: CN1C2=C(C=C(C=C2)N(CCCl)CCCl)N=C1CCCC(=O)O.Cl. Drug 2: CS(=O)(=O)OCCCCOS(=O)(=O)C. Cell line: OVCAR-4. Synergy scores: CSS=2.20, Synergy_ZIP=0.536, Synergy_Bliss=1.98, Synergy_Loewe=-1.85, Synergy_HSA=-0.967. (4) Drug 1: C1=NNC2=C1C(=O)NC=N2. Drug 2: CCC1(C2=C(COC1=O)C(=O)N3CC4=CC5=C(C=CC(=C5CN(C)C)O)N=C4C3=C2)O.Cl. Cell line: SNB-75. Synergy scores: CSS=21.8, Synergy_ZIP=-7.37, Synergy_Bliss=-1.68, Synergy_Loewe=-27.0, Synergy_HSA=-2.36. (5) Drug 1: CC1C(C(=O)NC(C(=O)N2CCCC2C(=O)N(CC(=O)N(C(C(=O)O1)C(C)C)C)C)C(C)C)NC(=O)C3=C4C(=C(C=C3)C)OC5=C(C(=O)C(=C(C5=N4)C(=O)NC6C(OC(=O)C(N(C(=O)CN(C(=O)C7CCCN7C(=O)C(NC6=O)C(C)C)C)C)C(C)C)C)N)C. Drug 2: CC1CCC2CC(C(=CC=CC=CC(CC(C(=O)C(C(C(=CC(C(=O)CC(OC(=O)C3CCCCN3C(=O)C(=O)C1(O2)O)C(C)CC4CCC(C(C4)OC)OCCO)C)C)O)OC)C)C)C)OC. Cell line: SK-MEL-28. Synergy scores: CSS=8.87, Synergy_ZIP=3.16, Synergy_Bliss=5.45, Synergy_Loewe=-4.98, Synergy_HSA=-4.69. (6) Drug 1: CCCCCOC(=O)NC1=NC(=O)N(C=C1F)C2C(C(C(O2)C)O)O. Drug 2: C1=NC(=NC(=O)N1C2C(C(C(O2)CO)O)O)N. Cell line: HCT-15. Synergy scores: CSS=9.55, Synergy_ZIP=-7.33, Synergy_Bliss=-1.37, Synergy_Loewe=-14.9, Synergy_HSA=-1.06.